From a dataset of Forward reaction prediction with 1.9M reactions from USPTO patents (1976-2016). Predict the product of the given reaction. (1) Given the reactants [CH3:1][O:2][C:3]1[CH:10]=[CH:9][C:6]([CH:7]=O)=[CH:5][CH:4]=1.[CH3:11][NH2:12].[BH4-].[Na+], predict the reaction product. The product is: [CH3:11][NH:12][CH2:7][C:6]1[CH:9]=[CH:10][C:3]([O:2][CH3:1])=[CH:4][CH:5]=1. (2) Given the reactants Br[C:2]1[CH:7]=[CH:6][C:5]([C:8]2[S:9][C:10]3[CH2:16][CH2:15][N:14]([CH:17]4[CH2:20][CH2:19][CH2:18]4)[CH2:13][CH2:12][C:11]=3[N:21]=2)=[CH:4][CH:3]=1.[NH:22]1[CH2:26][CH2:25][NH:24][C:23]1=[O:27].CC1(C)C2C=CC=C(P(C3C=CC=CC=3)C3C=CC=CC=3)C=2OC2C1=CC=CC=2P(C1C=CC=CC=1)C1C=CC=CC=1.C(=O)([O-])[O-].[Cs+].[Cs+], predict the reaction product. The product is: [CH:17]1([N:14]2[CH2:15][CH2:16][C:10]3[S:9][C:8]([C:5]4[CH:6]=[CH:7][C:2]([N:22]5[CH2:26][CH2:25][NH:24][C:23]5=[O:27])=[CH:3][CH:4]=4)=[N:21][C:11]=3[CH2:12][CH2:13]2)[CH2:20][CH2:19][CH2:18]1. (3) Given the reactants [OH:1][C@H:2]1[CH2:6][N:5]([C:7]([O:9][CH2:10][C:11]2[CH:16]=[CH:15][CH:14]=[CH:13][CH:12]=2)=[O:8])[C@@H:4]([C:17]([O:19][CH3:20])=[O:18])[CH2:3]1.C1(P(C2C=CC=CC=2)C2C=CC=CC=2)C=CC=CC=1.[N+](C1C=CC(C(O)=O)=CC=1)([O-])=O.CCOC(/N=N/C(OCC)=O)=O, predict the reaction product. The product is: [OH:1][C@@H:2]1[CH2:6][N:5]([C:7]([O:9][CH2:10][C:11]2[CH:12]=[CH:13][CH:14]=[CH:15][CH:16]=2)=[O:8])[C@@H:4]([C:17]([O:19][CH3:20])=[O:18])[CH2:3]1. (4) Given the reactants [Cl:1][C:2]1[NH:3][C:4](I)=[C:5]([N+:7]([O-:9])=[O:8])[N:6]=1, predict the reaction product. The product is: [Cl:1][C:2]1[NH:3][CH:4]=[C:5]([N+:7]([O-:9])=[O:8])[N:6]=1.